From a dataset of Reaction yield outcomes from USPTO patents with 853,638 reactions. Predict the reaction yield, written as a fraction of the theoretical maximum amount of product (1.0 means a 100% yield; for example, 0.34 means a 34% yield). The reactants are [F:1][C:2]1[CH:3]=[C:4]2[C:8](=[CH:9][CH:10]=1)[N:7]([CH2:11][C:12]([O:14]C)=[O:13])[C:6]([CH3:16])=[C:5]2[CH2:17][C:18]1[CH:23]=[CH:22][C:21](=[O:24])[NH:20][N:19]=1.Br[CH2:26][CH2:27][CH2:28][C:29]([F:32])([F:31])[F:30].[Li+].[OH-]. No catalyst specified. The product is [F:1][C:2]1[CH:3]=[C:4]2[C:8](=[CH:9][CH:10]=1)[N:7]([CH2:11][C:12]([OH:14])=[O:13])[C:6]([CH3:16])=[C:5]2[CH2:17][C:18]1[CH:23]=[CH:22][C:21](=[O:24])[N:20]([CH2:26][CH2:27][CH2:28][C:29]([F:32])([F:31])[F:30])[N:19]=1. The yield is 0.632.